This data is from Full USPTO retrosynthesis dataset with 1.9M reactions from patents (1976-2016). The task is: Predict the reactants needed to synthesize the given product. (1) Given the product [CH3:12][C:6]1[CH:11]=[CH:10][C:9]([C:6]2[CH:11]=[CH:10][CH:9]=[CH:8][CH:7]=2)=[CH:8][C:7]=1[CH2:1][Cl:5], predict the reactants needed to synthesize it. The reactants are: [C:1]([Cl:5])(=O)OC.[C:6]1([CH3:12])[CH:11]=[CH:10][CH:9]=[CH:8][CH:7]=1. (2) Given the product [OH:32][C@H:30]([CH2:31][N:14]([C:11]1[CH:12]=[CH:13][C:8]([O:7][C:6]2[CH:19]=[CH:20][C:3]([C:2]([F:1])([F:21])[F:22])=[CH:4][CH:5]=2)=[CH:9][CH:10]=1)[S:15]([CH3:18])(=[O:16])=[O:17])[C:29]([O:34][CH3:35])=[O:33], predict the reactants needed to synthesize it. The reactants are: [F:1][C:2]([F:22])([F:21])[C:3]1[CH:20]=[CH:19][C:6]([O:7][C:8]2[CH:13]=[CH:12][C:11]([NH:14][S:15]([CH3:18])(=[O:17])=[O:16])=[CH:10][CH:9]=2)=[CH:5][CH:4]=1.C([O-])([O-])=O.[K+].[K+].[C:29]([O:34][CH3:35])(=[O:33])[C@@H:30]1[O:32][CH2:31]1.CCOCC.O.